From a dataset of NCI-60 drug combinations with 297,098 pairs across 59 cell lines. Regression. Given two drug SMILES strings and cell line genomic features, predict the synergy score measuring deviation from expected non-interaction effect. (1) Drug 1: C1=CC(=C2C(=C1NCCNCCO)C(=O)C3=C(C=CC(=C3C2=O)O)O)NCCNCCO. Drug 2: CC1C(C(CC(O1)OC2CC(CC3=C2C(=C4C(=C3O)C(=O)C5=C(C4=O)C(=CC=C5)OC)O)(C(=O)C)O)N)O.Cl. Cell line: NCI-H460. Synergy scores: CSS=63.4, Synergy_ZIP=2.25, Synergy_Bliss=1.35, Synergy_Loewe=-0.128, Synergy_HSA=5.40. (2) Drug 1: CCC1(C2=C(COC1=O)C(=O)N3CC4=CC5=C(C=CC(=C5CN(C)C)O)N=C4C3=C2)O. Drug 2: CN1C=C(C=N1)C2=C3N=C(C(=C(N3N=C2)N)Br)C4CCCNC4. Cell line: HT29. Synergy scores: CSS=75.4, Synergy_ZIP=4.11, Synergy_Bliss=2.99, Synergy_Loewe=-3.69, Synergy_HSA=8.45.